This data is from Reaction yield outcomes from USPTO patents with 853,638 reactions. The task is: Predict the reaction yield, written as a fraction of the theoretical maximum amount of product (1.0 means a 100% yield; for example, 0.34 means a 34% yield). The reactants are [F:1][C:2]1[CH:7]=[CH:6][C:5]([N:8]2[C:12]3([CH2:17][CH2:16][NH:15][CH2:14][CH2:13]3)[C:11](=[O:18])[N:10]([CH2:19][C:20]3[CH:21]=[C:22]([CH:30]=[CH:31][CH:32]=3)[C:23]([O:25][C:26]([CH3:29])([CH3:28])[CH3:27])=[O:24])[CH2:9]2)=[CH:4][CH:3]=1.[I-].[Na+].C(=O)(O)[O-].[K+].Cl[CH2:41][CH2:42][CH2:43][N:44]1[C:52]2[C:47](=[CH:48][CH:49]=[CH:50][CH:51]=2)[C:46]([F:54])([CH3:53])[C:45]1=[O:55]. The catalyst is CC(=O)CC. The product is [F:54][C:46]1([CH3:53])[C:47]2[C:52](=[CH:51][CH:50]=[CH:49][CH:48]=2)[N:44]([CH2:43][CH2:42][CH2:41][N:15]2[CH2:14][CH2:13][C:12]3([N:8]([C:5]4[CH:4]=[CH:3][C:2]([F:1])=[CH:7][CH:6]=4)[CH2:9][N:10]([CH2:19][C:20]4[CH:21]=[C:22]([CH:30]=[CH:31][CH:32]=4)[C:23]([O:25][C:26]([CH3:27])([CH3:28])[CH3:29])=[O:24])[C:11]3=[O:18])[CH2:17][CH2:16]2)[C:45]1=[O:55]. The yield is 0.910.